From a dataset of Catalyst prediction with 721,799 reactions and 888 catalyst types from USPTO. Predict which catalyst facilitates the given reaction. (1) Reactant: Cl.[N:2]1[CH:7]=[CH:6][C:5]([CH2:8][CH2:9][SH:10])=[CH:4][CH:3]=1.F[C:12]1[CH:17]=[CH:16][C:15]([N+:18]([O-:20])=[O:19])=[CH:14][CH:13]=1.C([O-])([O-])=O.[K+].[K+]. Product: [N+:18]([C:15]1[CH:16]=[CH:17][C:12]([S:10][CH2:9][CH2:8][C:5]2[CH:6]=[CH:7][N:2]=[CH:3][CH:4]=2)=[CH:13][CH:14]=1)([O-:20])=[O:19]. The catalyst class is: 10. (2) Reactant: [CH2:1]([O:8]C1C=C(OCC2C=CC=CC=2)C(C(C)C)=CC=1C(O)=O)C1C=CC=CC=1.C(Cl)CCl.C1C=NC2N(O)N=NC=2C=1.C(N(CC)CC)C.[Cl:50][C:51]1[CH:52]=[C:53]2[C:57](=[CH:58][CH:59]=1)[CH2:56][NH:55][CH2:54]2. Product: [Cl:50][C:51]1[CH:52]=[C:53]2[C:57](=[CH:58][CH:59]=1)[CH2:56][N:55]([CH:1]=[O:8])[CH2:54]2. The catalyst class is: 3. (3) Reactant: C(OC([N:8]1[CH2:13][CH2:12][CH:11]([OH:14])[CH2:10][CH2:9]1)=O)(C)(C)C.[CH:15]1[C:20]([C:21]([F:24])([F:23])[F:22])=[CH:19][CH:18]=[C:17]([O:25][C:26]2[CH:31]=[CH:30][C:29](O)=[CH:28][CH:27]=2)[CH:16]=1.C1(P(C2C=CC=CC=2)C2C=CC=CC=2)C=CC=CC=1.N(C(OC(C)C)=O)=NC(OC(C)C)=O.[ClH:66]. Product: [ClH:66].[F:22][C:21]([F:23])([F:24])[C:20]1[CH:15]=[CH:16][C:17]([O:25][C:26]2[CH:31]=[CH:30][C:29]([O:14][CH:11]3[CH2:10][CH2:9][NH:8][CH2:13][CH2:12]3)=[CH:28][CH:27]=2)=[CH:18][CH:19]=1. The catalyst class is: 523. (4) Reactant: [CH3:1][C@@H:2]1[O:6][C:5](=[O:7])[C@H:4]([O:8][CH2:9][C:10]([CH3:12])=[CH2:11])[C@H:3]1[O:13][CH2:14][C:15]([CH3:17])=[CH2:16].[H-].[H-].[H-].[H-].[Li+].[Al+3]. Product: [CH3:12][C:10](=[CH2:11])[CH2:9][O:8][C@H:4]([C@@H:3]([O:13][CH2:14][C:15]([CH3:17])=[CH2:16])[C@@H:2]([OH:6])[CH3:1])[CH2:5][OH:7]. The catalyst class is: 1. (5) Reactant: C([N:8](CC1C=CC=CC=1)[C:9]1[N:17]=[CH:16][N:15]=[C:14]2[C:10]=1[NH:11][C:12](=[O:35])[N:13]2[C:18]1[CH:34]=[CH:33][C:21]2[O:22][CH2:23][CH2:24][N:25]([C:26]([O:28][C:29]([CH3:32])([CH3:31])[CH3:30])=[O:27])[C:20]=2[CH:19]=1)C1C=CC=CC=1.Cl. Product: [NH2:8][C:9]1[N:17]=[CH:16][N:15]=[C:14]2[C:10]=1[NH:11][C:12](=[O:35])[N:13]2[C:18]1[CH:34]=[CH:33][C:21]2[O:22][CH2:23][CH2:24][N:25]([C:26]([O:28][C:29]([CH3:31])([CH3:32])[CH3:30])=[O:27])[C:20]=2[CH:19]=1. The catalyst class is: 105. (6) Product: [Cl:23][C:20]1[CH:19]=[CH:18][C:17]([NH:16][C:11]2([C:14]#[N:15])[CH2:12][CH2:13][NH:8][CH2:9][CH2:10]2)=[CH:22][CH:21]=1. Reactant: C([N:8]1[CH2:13][CH2:12][C:11]([NH:16][C:17]2[CH:22]=[CH:21][C:20]([Cl:23])=[CH:19][CH:18]=2)([C:14]#[N:15])[CH2:10][CH2:9]1)C1C=CC=CC=1.ClC(OC(Cl)C)=O.ClC([O-])=O. The catalyst class is: 68. (7) Reactant: [CH2:1]([O:3][C:4](=[O:16])[CH:5]=[N:6][NH:7][C:8]1[CH:13]=[CH:12][C:11]([O:14][CH3:15])=[CH:10][CH:9]=1)[CH3:2].[Cl:17]N1C(=O)CCC1=O. Product: [CH2:1]([O:3][C:4](=[O:16])[C:5]([Cl:17])=[N:6][NH:7][C:8]1[CH:13]=[CH:12][C:11]([O:14][CH3:15])=[CH:10][CH:9]=1)[CH3:2]. The catalyst class is: 1. (8) Reactant: Cl.[CH3:2][O:3][C:4](=[O:14])[C@H:5]([CH2:7][C:8]1[CH:13]=[CH:12][CH:11]=[CH:10][CH:9]=1)[NH2:6].C(N(CC)CC)C. Product: [CH3:2][O:3][C:4](=[O:14])[C@H:5]([CH2:7][C:8]1[CH:13]=[CH:12][CH:11]=[CH:10][CH:9]=1)[NH2:6]. The catalyst class is: 7.